This data is from Forward reaction prediction with 1.9M reactions from USPTO patents (1976-2016). The task is: Predict the product of the given reaction. (1) Given the reactants [NH2:1][C:2]1[C:3]2[N:4]([C:8]([C@@H:30]3[CH2:38][CH2:37][C@@H:36]4[N:32]([C:33](=[O:39])[CH2:34][CH2:35]4)[CH2:31]3)=[N:9][C:10]=2[C:11]2[CH:29]=[CH:28][C:14]([C:15]([NH:17][C:18]3[CH:23]=[C:22]([C:24]([F:27])([F:26])[F:25])[CH:21]=[CH:20][N:19]=3)=[O:16])=[CH:13][CH:12]=2)[CH:5]=[CH:6][N:7]=1.C(N(CC)CC)C.[C:47](Cl)(=[O:50])[O:48][CH3:49], predict the reaction product. The product is: [O:39]=[C:33]1[N:32]2[C@@H:36]([CH2:37][CH2:38][C@@H:30]([C:8]3[N:4]4[CH:5]=[CH:6][N:7]=[C:2]([NH:1][C:47](=[O:50])[O:48][CH3:49])[C:3]4=[C:10]([C:11]4[CH:12]=[CH:13][C:14]([C:15](=[O:16])[NH:17][C:18]5[CH:23]=[C:22]([C:24]([F:27])([F:26])[F:25])[CH:21]=[CH:20][N:19]=5)=[CH:28][CH:29]=4)[N:9]=3)[CH2:31]2)[CH2:35][CH2:34]1. (2) The product is: [CH3:17][O:16][C:15]1[CH:14]=[CH:13][CH:12]=[C:11]([O:18][CH3:19])[C:10]=1[C:9]([NH:8][C@H:4]1[CH2:5][CH2:6][CH2:7][C@@H:3]1[NH:2][C:31]1[CH:36]=[CH:35][CH:34]=[C:33]([C:37]([F:40])([F:39])[F:38])[N:32]=1)=[O:20]. Given the reactants Cl.[NH2:2][C@H:3]1[CH2:7][CH2:6][CH2:5][C@@H:4]1[NH:8][C:9](=[O:20])[C:10]1[C:15]([O:16][CH3:17])=[CH:14][CH:13]=[CH:12][C:11]=1[O:18][CH3:19].CCN(C(C)C)C(C)C.F[C:31]1[CH:36]=[CH:35][CH:34]=[C:33]([C:37]([F:40])([F:39])[F:38])[N:32]=1, predict the reaction product. (3) Given the reactants [Cl:1][C:2]1[CH:7]=[C:6]([CH2:8][N:9]2[CH2:13][CH2:12][CH2:11][CH2:10]2)[CH:5]=[CH:4][C:3]=1[CH2:14][C:15](N1CCCC1)=[O:16].Cl.[O:23]1CCOCC1, predict the reaction product. The product is: [Cl:1][C:2]1[CH:7]=[C:6]([CH2:8][N:9]2[CH2:10][CH2:11][CH2:12][CH2:13]2)[CH:5]=[CH:4][C:3]=1[CH2:14][C:15]([OH:16])=[O:23]. (4) Given the reactants [I-:1].[Na+].Cl[CH2:4][CH2:5][CH2:6][CH2:7][CH2:8][CH2:9][O:10][C:11]1[CH:16]=[CH:15][C:14]([C@H:17]2[CH2:34][C@@:32]3([CH3:33])[C@@H:28]([CH2:29][CH2:30][C@@H:31]3[OH:35])[C@H:27]3[C@H:18]2[C:19]2[CH:20]=[CH:21][C:22]([OH:36])=[CH:23][C:24]=2[CH2:25][CH2:26]3)=[CH:13][CH:12]=1, predict the reaction product. The product is: [I:1][CH2:4][CH2:5][CH2:6][CH2:7][CH2:8][CH2:9][O:10][C:11]1[CH:16]=[CH:15][C:14]([C@H:17]2[CH2:34][C@@:32]3([CH3:33])[C@@H:28]([CH2:29][CH2:30][C@@H:31]3[OH:35])[C@H:27]3[C@H:18]2[C:19]2[CH:20]=[CH:21][C:22]([OH:36])=[CH:23][C:24]=2[CH2:25][CH2:26]3)=[CH:13][CH:12]=1. (5) Given the reactants [Br-].[Cl:2][CH2:3][CH2:4][N+:5]([CH3:14])([CH3:13])[CH2:6][CH2:7][CH2:8][C:9]([O:11]C)=[O:10], predict the reaction product. The product is: [Cl-:2].[C:9]([CH2:8][CH2:7][CH2:6][N+:5]([CH2:4][CH2:3][Cl:2])([CH3:14])[CH3:13])([OH:11])=[O:10]. (6) Given the reactants C(O)(=O)C=O.[CH2:6]([OH:28])[C@H:7]1[O:12][C@@H:11]([O:13][C@H]2[C@H](O)[C@@H](O)[C@H](O)O[C@@H]2CO)[C@H:10]([OH:25])[C@@H:9]([OH:26])[C@@H:8]1[OH:27], predict the reaction product. The product is: [O:13]=[CH:11][C@@H:10]([C@H:9]([C@@H:8]([C@@H:7]([CH2:6][OH:28])[OH:12])[OH:27])[OH:26])[OH:25]. (7) Given the reactants [C:1]([O:5][C:6](=[O:27])[NH:7][C:8]1[CH:13]=[CH:12][CH:11]=[CH:10][C:9]=1[NH:14][C:15]([C:17]1[S:21][C:20]2[CH:22]=[CH:23][C:24]([OH:26])=[CH:25][C:19]=2[CH:18]=1)=[O:16])([CH3:4])([CH3:3])[CH3:2].C(=O)([O-])[O-].[K+].[K+].Br.Br[CH2:36][C:37]1[CH:42]=[CH:41][CH:40]=[CH:39][N:38]=1, predict the reaction product. The product is: [C:1]([O:5][C:6](=[O:27])[NH:7][C:8]1[CH:13]=[CH:12][CH:11]=[CH:10][C:9]=1[NH:14][C:15]([C:17]1[S:21][C:20]2[CH:22]=[CH:23][C:24]([O:26][CH2:36][C:37]3[CH:42]=[CH:41][CH:40]=[CH:39][N:38]=3)=[CH:25][C:19]=2[CH:18]=1)=[O:16])([CH3:4])([CH3:2])[CH3:3].